This data is from Catalyst prediction with 721,799 reactions and 888 catalyst types from USPTO. The task is: Predict which catalyst facilitates the given reaction. (1) Reactant: [F:1][C:2]1[CH:9]=[C:8]([NH:10][CH3:11])[C:7]([F:12])=[CH:6][C:3]=1[C:4]#N.[H-].C([Al+]CC(C)C)C(C)C.C[OH:24].Cl. Product: [F:1][C:2]1[CH:9]=[C:8]([NH:10][CH3:11])[C:7]([F:12])=[CH:6][C:3]=1[CH:4]=[O:24]. The catalyst class is: 27. (2) Reactant: [F:1][C:2]1[CH:3]=[CH:4][C:5]([NH:8][NH:9][C:10]([CH:12]2[CH2:17][CH2:16][CH2:15][CH2:14][CH2:13]2)=O)=[N:6][CH:7]=1.C1(P(C2C=CC=CC=2)C2C=CC=CC=2)C=CC=CC=1.C(N(CC)CC)C.ClC(Cl)(Cl)C(Cl)(Cl)Cl. Product: [CH:12]1([C:10]2[N:6]3[CH:7]=[C:2]([F:1])[CH:3]=[CH:4][C:5]3=[N:8][N:9]=2)[CH2:17][CH2:16][CH2:15][CH2:14][CH2:13]1. The catalyst class is: 20. (3) Reactant: [CH3:1][NH:2][C:3]([C:5]1[C:13]2[C:8](=[N:9][C:10]([N:15]([S:17]([CH3:20])(=[O:19])=[O:18])[CH3:16])=[C:11](I)[CH:12]=2)[O:7][C:6]=1[C:21]1[CH:26]=[CH:25][C:24]([F:27])=[CH:23][CH:22]=1)=[O:4].CO[C:30]1C=CC=C(OC)[C:35]=1[C:36]1C=CC=CC=1P(C1CCCCC1)C1CCCCC1.C(=O)([O-])[O-].[Na+].[Na+]. Product: [CH3:1][NH:2][C:3]([C:5]1[C:13]2[C:8](=[N:9][C:10]([N:15]([S:17]([CH3:20])(=[O:19])=[O:18])[CH3:16])=[C:11]([CH:36]3[CH2:35][CH2:30]3)[CH:12]=2)[O:7][C:6]=1[C:21]1[CH:26]=[CH:25][C:24]([F:27])=[CH:23][CH:22]=1)=[O:4]. The catalyst class is: 164. (4) Reactant: [H-].[Na+].[O:3]1[C:7]2([CH2:12][CH2:11][CH:10]([CH2:13][OH:14])[CH2:9][CH2:8]2)[O:6][CH2:5][CH2:4]1.[CH2:15](Br)[C:16]1[CH:21]=[CH:20][CH:19]=[CH:18][CH:17]=1.Cl. Product: [CH2:15]([O:14][CH2:13][CH:10]1[CH2:11][CH2:12][C:7]2([O:6][CH2:5][CH2:4][O:3]2)[CH2:8][CH2:9]1)[C:16]1[CH:21]=[CH:20][CH:19]=[CH:18][CH:17]=1. The catalyst class is: 1.